Dataset: Catalyst prediction with 721,799 reactions and 888 catalyst types from USPTO. Task: Predict which catalyst facilitates the given reaction. (1) Reactant: [CH3:1][C:2]1[C:6]2[CH:7]=[CH:8][C:9]([C:11]([F:14])([F:13])[F:12])=[CH:10][C:5]=2[S:4][C:3]=1[C:15]([OH:17])=O.C(N1C=CN=C1)(N1C=CN=C1)=O.[CH3:30][NH:31][O:32][CH3:33]. Product: [CH3:30][N:31]([O:32][CH3:33])[C:15]([C:3]1[S:4][C:5]2[CH:10]=[C:9]([C:11]([F:14])([F:13])[F:12])[CH:8]=[CH:7][C:6]=2[C:2]=1[CH3:1])=[O:17]. The catalyst class is: 2. (2) Reactant: COC[N:4]1[C:8]2[CH:9]=[CH:10][C:11]([CH:13]([C:15]3[CH:19]=[CH:18][N:17]([C:20]4[CH:25]=[CH:24][C:23]([O:26][CH2:27][CH2:28][O:29]C5CCCCO5)=[CH:22][N:21]=4)[N:16]=3)[CH3:14])=[CH:12][C:7]=2[S:6][C:5]1=[O:36].FC(F)(F)C(O)=O.C1COCC1.[OH-].[NH4+]. Product: [OH:29][CH2:28][CH2:27][O:26][C:23]1[CH:24]=[CH:25][C:20]([N:17]2[CH:18]=[CH:19][C:15]([CH:13]([C:11]3[CH:10]=[CH:9][C:8]4[NH:4][C:5](=[O:36])[S:6][C:7]=4[CH:12]=3)[CH3:14])=[N:16]2)=[N:21][CH:22]=1. The catalyst class is: 25. (3) Reactant: [CH2:1]([NH:8][C:9]([C:11]1[C:12]([NH:19][CH2:20][C:21]2[CH:26]=[CH:25][C:24]([O:27][CH3:28])=[C:23]([Cl:29])[CH:22]=2)=[N:13][C:14]([S:17][CH3:18])=[N:15][CH:16]=1)=[O:10])[C:2]1[CH:7]=[CH:6][CH:5]=[CH:4][CH:3]=1.C1C=C(Cl)C=C(C(OO)=[O:38])C=1. Product: [CH2:1]([NH:8][C:9]([C:11]1[C:12]([NH:19][CH2:20][C:21]2[CH:26]=[CH:25][C:24]([O:27][CH3:28])=[C:23]([Cl:29])[CH:22]=2)=[N:13][C:14]([S:17]([CH3:18])=[O:38])=[N:15][CH:16]=1)=[O:10])[C:2]1[CH:7]=[CH:6][CH:5]=[CH:4][CH:3]=1. The catalyst class is: 2.